Dataset: Catalyst prediction with 721,799 reactions and 888 catalyst types from USPTO. Task: Predict which catalyst facilitates the given reaction. (1) Reactant: [CH3:1][O:2][C:3]1[CH:11]=[CH:10][CH:9]=[CH:8][C:4]=1[C:5](=[NH:7])[NH2:6].Br[CH2:13][C:14]([CH:16]1[CH2:21][C:20]([CH3:23])([CH3:22])[O:19][C:18]([CH3:25])([CH3:24])[CH2:17]1)=O.C([O-])(O)=O.[Na+]. Product: [CH3:1][O:2][C:3]1[CH:11]=[CH:10][CH:9]=[CH:8][C:4]=1[C:5]1[NH:6][CH:13]=[C:14]([CH:16]2[CH2:17][C:18]([CH3:25])([CH3:24])[O:19][C:20]([CH3:23])([CH3:22])[CH2:21]2)[N:7]=1. The catalyst class is: 12. (2) Reactant: [Br:1][C:2]1[C:7]([CH3:8])=[CH:6][CH:5]=[CH:4][C:3]=1[CH3:9].[N+:10]([O-])([OH:12])=[O:11]. Product: [Br:1][C:2]1[C:7]([CH3:8])=[C:6]([N+:10]([O-:12])=[O:11])[CH:5]=[CH:4][C:3]=1[CH3:9]. The catalyst class is: 65.